Task: Predict the product of the given reaction.. Dataset: Forward reaction prediction with 1.9M reactions from USPTO patents (1976-2016) (1) Given the reactants [CH2:1]([O:8][C:9]([N:11]1[CH2:16][CH2:15][N:14]([C:17]([O:19][C:20]([CH3:23])([CH3:22])[CH3:21])=[O:18])[CH2:13][CH:12]1[C:24]([OH:26])=O)=[O:10])[C:2]1[CH:7]=[CH:6][CH:5]=[CH:4][CH:3]=1.[NH:27]1[CH2:32][CH2:31][O:30][CH2:29][CH2:28]1, predict the reaction product. The product is: [CH2:1]([O:8][C:9]([N:11]1[CH2:16][CH2:15][N:14]([C:17]([O:19][C:20]([CH3:21])([CH3:22])[CH3:23])=[O:18])[CH2:13][CH:12]1[C:24]([N:27]1[CH2:32][CH2:31][O:30][CH2:29][CH2:28]1)=[O:26])=[O:10])[C:2]1[CH:7]=[CH:6][CH:5]=[CH:4][CH:3]=1. (2) Given the reactants Cl.[CH3:2][C:3]1[C:8](C(O)=O)=[C:7]([C:12]([F:15])([F:14])[F:13])[CH:6]=[C:5]([CH3:16])[N:4]=1.C1C=CC(OP([O:29][C:30]2C=CC=CC=2)(N=[N+]=[N-])=O)=CC=1.C([N:38](CC)CC)C.O.[C:44]([OH:48])([CH3:47])([CH3:46])[CH3:45], predict the reaction product. The product is: [C:44]([O:48][C:30]([NH:38][C:8]1[C:3]([CH3:2])=[N:4][C:5]([CH3:16])=[CH:6][C:7]=1[C:12]([F:13])([F:14])[F:15])=[O:29])([CH3:47])([CH3:46])[CH3:45]. (3) Given the reactants Cl[C:2]1[C:7]([C:8]#[N:9])=[CH:6][N:5]=[CH:4][CH:3]=1.O.[NH2:11][NH2:12], predict the reaction product. The product is: [NH:11]1[C:2]2[CH:3]=[CH:4][N:5]=[CH:6][C:7]=2[C:8]([NH2:9])=[N:12]1. (4) The product is: [Cl:21][C:18]1[CH:19]=[CH:20][C:15]([CH2:14][N:9]2[C:8]([C:3]3[CH:4]=[CH:5][CH:6]=[CH:7][C:2]=3[Cl:1])=[N:12][N:11]=[N:10]2)=[CH:16][CH:17]=1. Given the reactants [Cl:1][C:2]1[CH:7]=[CH:6][CH:5]=[CH:4][C:3]=1[C:8]1[NH:12][N:11]=[N:10][N:9]=1.Br[CH2:14][C:15]1[CH:20]=[CH:19][C:18]([Cl:21])=[CH:17][CH:16]=1.ClCC1C=CC=CC=1OC.N, predict the reaction product. (5) Given the reactants [C:1]([CH2:3][C:4]1([N:8]2[CH2:13][CH2:12][CH:11]([N:14]([C@@H:21]3[CH2:23][C@H:22]3[C:24]3[CH:29]=[CH:28][CH:27]=[CH:26][CH:25]=3)[C:15](=[O:20])[C:16]([F:19])([F:18])[F:17])[CH2:10][CH2:9]2)[CH2:7][NH:6][CH2:5]1)#[N:2].CCN(C(C)C)C(C)C.Cl[C:40]([O:42][CH3:43])=[O:41].[OH-].[Na+].O, predict the reaction product. The product is: [C:1](#[N:2])[CH3:3].[OH2:20].[C:40]([OH:42])([C:16]([F:19])([F:18])[F:17])=[O:41].[C:1]([CH2:3][C:4]1([N:8]2[CH2:9][CH2:10][CH:11]([NH:14][C@@H:21]3[CH2:23][C@H:22]3[C:24]3[CH:25]=[CH:26][CH:27]=[CH:28][CH:29]=3)[CH2:12][CH2:13]2)[CH2:7][N:6]([C:40]([O:42][CH3:43])=[O:41])[CH2:5]1)#[N:2].[C:15]([OH:20])([C:16]([F:19])([F:18])[F:17])=[O:41]. (6) Given the reactants Br[C:2]1[CH:6]=[C:5]([CH:7]2[O:11][CH2:10][CH2:9][O:8]2)[S:4][C:3]=1[CH2:12][CH2:13][CH2:14][OH:15].C(=O)([O-])[O-].[Cs+].[Cs+], predict the reaction product. The product is: [O:8]1[CH2:9][CH2:10][O:11][CH:7]1[C:5]1[S:4][C:3]2[CH2:12][CH2:13][CH2:14][O:15][C:2]=2[CH:6]=1. (7) Given the reactants [H-].[Na+].Br[C@H:4]([CH3:8])[C:5]([OH:7])=[O:6].[CH:9]1[C:14]([OH:15])=[CH:13][CH:12]=[C:11]([CH3:16])[CH:10]=1.C1([O-])C=CC=CC=1.BrC(C)C([O-])=O, predict the reaction product. The product is: [C:11]1([CH3:16])[CH:10]=[CH:9][C:14]([O:15][C@H:4]([CH3:8])[C:5]([OH:7])=[O:6])=[CH:13][CH:12]=1. (8) Given the reactants Br[C:2]1[CH:11]=[CH:10][C:9]2[C:4](=[CH:5][CH:6]=[C:7]([O:12][CH2:13][CH2:14][CH2:15][CH3:16])[CH:8]=2)[CH:3]=1.C([Li])CCC.C[O:23][B:24](OC)[O:25]C.[Cl-].[NH4+], predict the reaction product. The product is: [CH2:13]([O:12][C:7]1[CH:8]=[C:9]2[C:4](=[CH:5][CH:6]=1)[CH:3]=[C:2]([B:24]([OH:25])[OH:23])[CH:11]=[CH:10]2)[CH2:14][CH2:15][CH3:16].